This data is from Full USPTO retrosynthesis dataset with 1.9M reactions from patents (1976-2016). The task is: Predict the reactants needed to synthesize the given product. (1) Given the product [C:1]([NH:8][C@H:9]([CH2:15][CH2:16][CH2:17][CH2:18][CH2:19][CH:20]=[CH2:21])[C:10]([OH:12])=[O:11])([O:3][C:4]([CH3:6])([CH3:7])[CH3:5])=[O:2], predict the reactants needed to synthesize it. The reactants are: [C:1]([NH:8][C@H:9]([CH2:15][CH2:16][CH2:17][CH2:18][CH2:19][CH:20]=[CH2:21])[C:10]([O:12]CC)=[O:11])([O:3][C:4]([CH3:7])([CH3:6])[CH3:5])=[O:2].O[Li].O. (2) Given the product [C:31]1([C:37]2[N:41]([CH2:2][C:3]3[C:8](=[O:9])[N:7]([C:10]4[CH:15]=[CH:14][CH:13]=[C:12]([NH:16][C:17](=[O:26])[C:18]5[CH:23]=[C:22]([Cl:24])[CH:21]=[C:20]([Cl:25])[CH:19]=5)[CH:11]=4)[C:6]4[N:27]=[CH:28][CH:29]=[CH:30][C:5]=4[N:4]=3)[CH:40]=[CH:39][N:38]=2)[CH:32]=[CH:33][CH:34]=[CH:35][CH:36]=1, predict the reactants needed to synthesize it. The reactants are: Br[CH2:2][C:3]1[C:8](=[O:9])[N:7]([C:10]2[CH:15]=[CH:14][CH:13]=[C:12]([NH:16][C:17](=[O:26])[C:18]3[CH:23]=[C:22]([Cl:24])[CH:21]=[C:20]([Cl:25])[CH:19]=3)[CH:11]=2)[C:6]2[N:27]=[CH:28][CH:29]=[CH:30][C:5]=2[N:4]=1.[C:31]1([C:37]2[NH:38][CH:39]=[CH:40][N:41]=2)[CH:36]=[CH:35][CH:34]=[CH:33][CH:32]=1.C(=O)([O-])O.[Na+].